Dataset: Full USPTO retrosynthesis dataset with 1.9M reactions from patents (1976-2016). Task: Predict the reactants needed to synthesize the given product. Given the product [C:13]1([CH2:12][CH2:11][CH2:10][CH2:9][CH2:8][CH2:7][CH2:6][CH2:5][CH2:4][CH2:3][C:24]2[C:25]3[S:26][CH:27]=[CH:28][C:29]=3[C:30]([CH2:3][CH2:4][CH2:5][CH2:6][CH2:7][CH2:8][CH2:9][CH2:10][CH2:11][CH2:12][C:13]3[CH:18]=[CH:17][CH:16]=[CH:15][CH:14]=3)=[C:20]3[S:19][CH:23]=[CH:22][C:21]=23)[CH:18]=[CH:17][CH:16]=[CH:15][CH:14]=1, predict the reactants needed to synthesize it. The reactants are: [Mg].Br[CH2:3][CH2:4][CH2:5][CH2:6][CH2:7][CH2:8][CH2:9][CH2:10][CH2:11][CH2:12][C:13]1[CH:18]=[CH:17][CH:16]=[CH:15][CH:14]=1.[S:19]1[CH:23]=[CH:22][C:21]2[C:24](=O)[C:25]3[S:26][CH:27]=[CH:28][C:29]=3[C:30](=O)[C:20]1=2.Cl[Sn]Cl.